Regression. Given a peptide amino acid sequence and an MHC pseudo amino acid sequence, predict their binding affinity value. This is MHC class I binding data. From a dataset of Peptide-MHC class I binding affinity with 185,985 pairs from IEDB/IMGT. The peptide sequence is YLALYNKYK. The MHC is HLA-A31:01 with pseudo-sequence HLA-A31:01. The binding affinity (normalized) is 0.367.